From a dataset of Forward reaction prediction with 1.9M reactions from USPTO patents (1976-2016). Predict the product of the given reaction. (1) Given the reactants [OH:1][C:2]1[CH:7]=[CH:6][C:5]([C:8]([C:10]2[CH:11]=[N:12][C:13]([O:16][CH:17]([CH3:19])[CH3:18])=[CH:14][CH:15]=2)=O)=[CH:4][CH:3]=1.C([SiH](CC)CC)C, predict the reaction product. The product is: [CH:17]([O:16][C:13]1[N:12]=[CH:11][C:10]([CH2:8][C:5]2[CH:4]=[CH:3][C:2]([OH:1])=[CH:7][CH:6]=2)=[CH:15][CH:14]=1)([CH3:19])[CH3:18]. (2) Given the reactants [CH2:1]([C:3]1[N:7]([CH3:8])[N:6]([C:9]2[CH:14]=[CH:13][C:12]([F:15])=[CH:11][CH:10]=2)[C:5](=[O:16])[C:4]=1[C:17]([O:19]CC)=[O:18])[CH3:2].O1CCCC1.[OH-].[Na+], predict the reaction product. The product is: [CH2:1]([C:3]1[N:7]([CH3:8])[N:6]([C:9]2[CH:14]=[CH:13][C:12]([F:15])=[CH:11][CH:10]=2)[C:5](=[O:16])[C:4]=1[C:17]([OH:19])=[O:18])[CH3:2]. (3) Given the reactants [CH:1]1([N:7]([CH:19]2[CH2:24][CH2:23][CH2:22][CH2:21][CH2:20]2)[C:8](=[O:18])[NH:9][C:10]2[S:11][C:12]([C:15](O)=[O:16])=[CH:13][N:14]=2)[CH2:6][CH2:5][CH2:4][CH2:3][CH2:2]1.Cl.[CH3:26][N:27]([CH3:37])[S:28]([N:31]1[CH2:36][CH2:35][NH:34][CH2:33][CH2:32]1)(=[O:30])=[O:29].CN(C(ON1N=NC2C=CC=CC1=2)=[N+](C)C)C.F[P-](F)(F)(F)(F)F.CCN(C(C)C)C(C)C, predict the reaction product. The product is: [CH3:26][N:27]([CH3:37])[S:28]([N:31]1[CH2:36][CH2:35][N:34]([C:15]([C:12]2[S:11][C:10]([NH:9][C:8]([N:7]([CH:1]3[CH2:2][CH2:3][CH2:4][CH2:5][CH2:6]3)[CH:19]3[CH2:24][CH2:23][CH2:22][CH2:21][CH2:20]3)=[O:18])=[N:14][CH:13]=2)=[O:16])[CH2:33][CH2:32]1)(=[O:29])=[O:30].